Dataset: Peptide-MHC class II binding affinity with 134,281 pairs from IEDB. Task: Regression. Given a peptide amino acid sequence and an MHC pseudo amino acid sequence, predict their binding affinity value. This is MHC class II binding data. The peptide sequence is IEFRFYKEITNVFRG. The MHC is HLA-DQA10501-DQB10201 with pseudo-sequence HLA-DQA10501-DQB10201. The binding affinity (normalized) is 0.498.